From a dataset of Forward reaction prediction with 1.9M reactions from USPTO patents (1976-2016). Predict the product of the given reaction. Given the reactants [OH-:1].[Na+].O.[NH2:4][NH2:5].[CH:6]1[CH:11]=[CH:10][C:9]([CH2:12][O:13][C:14](Cl)=[O:15])=[CH:8][CH:7]=1.[CH2:17]1[CH2:21][O:20][CH2:19][CH2:18]1, predict the reaction product. The product is: [NH:4]([C:19]([O:20][CH2:21][C:17]1[CH:18]=[CH:8][CH:7]=[CH:6][CH:11]=1)=[O:1])[NH:5][C:14]([O:13][CH2:12][C:9]1[CH:10]=[CH:11][CH:6]=[CH:7][CH:8]=1)=[O:15].